Dataset: Forward reaction prediction with 1.9M reactions from USPTO patents (1976-2016). Task: Predict the product of the given reaction. (1) Given the reactants [CH3:1][O:2][C:3]([C:5]1[NH:25][C:8]2=[N:9][CH:10]=[C:11]([NH:13][CH2:14][CH2:15][C:16]3[CH:21]=[CH:20][CH:19]=[C:18]([N+:22]([O-])=O)[CH:17]=3)[CH:12]=[C:7]2[CH:6]=1)=[O:4], predict the reaction product. The product is: [CH3:1][O:2][C:3]([C:5]1[NH:25][C:8]2=[N:9][CH:10]=[C:11]([NH:13][CH2:14][CH2:15][C:16]3[CH:21]=[CH:20][CH:19]=[C:18]([NH2:22])[CH:17]=3)[CH:12]=[C:7]2[CH:6]=1)=[O:4]. (2) Given the reactants [F:1][C:2]1[CH:26]=[CH:25][C:5]2[N:6]([CH2:19][C:20]([O:22]CC)=[O:21])[C:7](=[N:9][C:10](=[O:18])[C:11]3[CH:16]=[CH:15][C:14]([CH3:17])=[CH:13][CH:12]=3)[S:8][C:4]=2[C:3]=1[F:27].[OH-].[Na+].Cl, predict the reaction product. The product is: [F:1][C:2]1[CH:26]=[CH:25][C:5]2[N:6]([CH2:19][C:20]([OH:22])=[O:21])[C:7](=[N:9][C:10](=[O:18])[C:11]3[CH:12]=[CH:13][C:14]([CH3:17])=[CH:15][CH:16]=3)[S:8][C:4]=2[C:3]=1[F:27]. (3) The product is: [CH3:22][N:21]([CH3:23])[CH:18]1[CH2:19][CH2:20][CH:15]([NH:14][C:12]2[C:11]3[C:10]4[CH2:9][CH2:8][CH2:7][C:6]=4[S:5][C:4]=3[N:3]=[C:2]([NH2:26])[N:13]=2)[CH2:16][CH2:17]1. Given the reactants Cl[C:2]1[N:13]=[C:12]([NH:14][CH:15]2[CH2:20][CH2:19][CH:18]([N:21]([CH3:23])[CH3:22])[CH2:17][CH2:16]2)[C:11]2[C:10]3[CH2:9][CH2:8][CH2:7][C:6]=3[S:5][C:4]=2[N:3]=1.CO.[NH3:26], predict the reaction product. (4) Given the reactants [H-].[Na+].[C:3]([O:7][C:8]([NH:10][C:11]1[S:12][C:13]([C:16]([O:18][CH2:19][CH3:20])=[O:17])=[CH:14][N:15]=1)=[O:9])([CH3:6])([CH3:5])[CH3:4].I[CH3:22].[OH-].[Na+], predict the reaction product. The product is: [C:3]([O:7][C:8]([N:10]([CH3:22])[C:11]1[S:12][C:13]([C:16]([O:18][CH2:19][CH3:20])=[O:17])=[CH:14][N:15]=1)=[O:9])([CH3:6])([CH3:5])[CH3:4]. (5) Given the reactants Cl[C:2]1[CH:3]=[CH:4][C:5]2[N:11]3[CH2:12][C@H:8]([CH2:9][CH2:10]3)[N:7]([C:13]([NH:15][C:16]3[CH:21]=[N:20][CH:19]=[CH:18][N:17]=3)=[O:14])[C:6]=2[N:22]=1.[CH3:23][C:24]1[N:25]=[N:26][CH:27]=[C:28](B2OC(C)(C)C(C)(C)O2)[CH:29]=1.[O-]P([O-])([O-])=O.[K+].[K+].[K+].CC(C1C=C(C(C)C)C(C2C=CC=CC=2P(C2CCCCC2)C2CCCCC2)=C(C(C)C)C=1)C, predict the reaction product. The product is: [CH3:23][C:24]1[N:25]=[N:26][CH:27]=[C:28]([C:2]2[CH:3]=[CH:4][C:5]3[N:11]4[CH2:12][C@H:8]([CH2:9][CH2:10]4)[N:7]([C:13]([NH:15][C:16]4[CH:21]=[N:20][CH:19]=[CH:18][N:17]=4)=[O:14])[C:6]=3[N:22]=2)[CH:29]=1.